From a dataset of Forward reaction prediction with 1.9M reactions from USPTO patents (1976-2016). Predict the product of the given reaction. (1) Given the reactants [C:1]1([C:7]2[N:8]=[CH:9][N:10]([C:18]([C:31]3[CH:36]=[CH:35][CH:34]=[CH:33][CH:32]=3)([C:25]3[CH:30]=[CH:29][CH:28]=[CH:27][CH:26]=3)[C:19]3[CH:24]=[CH:23][CH:22]=[CH:21][CH:20]=3)[C:11]=2[C:12]2[CH:17]=[CH:16][CH:15]=[CH:14][CH:13]=2)[CH:6]=[CH:5][CH:4]=[CH:3][CH:2]=1.[Li]CCCC.[CH2:42]([O:44][C:45]1[CH:46]=[C:47]([O:62][CH:63]([CH3:65])[CH3:64])[C:48]([F:61])=[C:49]([CH:60]=1)/[CH:50]=[N:51]/[C:52]1[CH:59]=[CH:58][C:55]([C:56]#[N:57])=[CH:54][CH:53]=1)[CH3:43], predict the reaction product. The product is: [C:1]1([C:7]2[N:8]=[C:9]([N:51]([CH2:50][C:49]3[CH:60]=[C:45]([O:44][CH2:42][CH3:43])[CH:46]=[C:47]([O:62][CH:63]([CH3:65])[CH3:64])[C:48]=3[F:61])[C:52]3[CH:59]=[CH:58][C:55]([C:56]#[N:57])=[CH:54][CH:53]=3)[N:10]([C:18]([C:31]3[CH:32]=[CH:33][CH:34]=[CH:35][CH:36]=3)([C:25]3[CH:26]=[CH:27][CH:28]=[CH:29][CH:30]=3)[C:19]3[CH:20]=[CH:21][CH:22]=[CH:23][CH:24]=3)[C:11]=2[C:12]2[CH:17]=[CH:16][CH:15]=[CH:14][CH:13]=2)[CH:6]=[CH:5][CH:4]=[CH:3][CH:2]=1. (2) Given the reactants [CH3:1][O:2][C:3]1[CH:8]=[CH:7][C:6]([CH:9]([C:17]2[CH:22]=[CH:21][C:20]([O:23][CH3:24])=[CH:19][CH:18]=2)[CH2:10][C:11]2(O)[CH2:15][CH2:14][CH2:13][CH2:12]2)=[CH:5][CH:4]=1.[N:25]([Si](C)(C)C)=[N+]=[N-].B(F)(F)F.CCOCC, predict the reaction product. The product is: [CH3:1][O:2][C:3]1[CH:8]=[CH:7][C:6]([CH:9]([C:17]2[CH:22]=[CH:21][C:20]([O:23][CH3:24])=[CH:19][CH:18]=2)[CH2:10][C:11]2([NH2:25])[CH2:15][CH2:14][CH2:13][CH2:12]2)=[CH:5][CH:4]=1. (3) Given the reactants [NH2:1][C:2]1[CH:7]=[CH:6][N:5]=[CH:4][CH:3]=1.C(N(CC)CC)C.[CH2:15]([S:19](Cl)(=[O:21])=[O:20])[CH2:16][CH2:17][CH3:18], predict the reaction product. The product is: [CH2:15]([S:19]([NH:1][C:2]1[CH:7]=[CH:6][N:5]=[CH:4][CH:3]=1)(=[O:21])=[O:20])[CH2:16][CH2:17][CH3:18].